This data is from Forward reaction prediction with 1.9M reactions from USPTO patents (1976-2016). The task is: Predict the product of the given reaction. (1) Given the reactants [CH3:1][O:2][CH2:3][CH2:4][N:5]([CH2:8][CH3:9])[CH2:6][CH3:7].[CH3:10][I:11], predict the reaction product. The product is: [I-:11].[CH3:1][O:2][CH2:3][CH2:4][N+:5]([CH2:8][CH3:9])([CH2:6][CH3:7])[CH3:10]. (2) Given the reactants [Cl:1][C:2]1[CH:17]=[CH:16][C:15]([Cl:18])=[CH:14][C:3]=1[O:4][C:5]1[N:13]=[CH:12][CH:11]=[CH:10][C:6]=1[C:7]([OH:9])=O.[CH2:19](N(C(C)C)C(C)C)C.CN(C(ON1N=NC2C=CC=NC1=2)=[N+](C)C)C.F[P-](F)(F)(F)(F)F.[CH:52]1([C:55]2[CH:60]=[CH:59][CH:58]=[CH:57][C:56]=2[NH2:61])[CH2:54][CH2:53]1.[H-].[Na+].IC, predict the reaction product. The product is: [CH:52]1([C:55]2[CH:60]=[CH:59][CH:58]=[CH:57][C:56]=2[N:61]([CH3:19])[C:7](=[O:9])[C:6]2[CH:10]=[CH:11][CH:12]=[N:13][C:5]=2[O:4][C:3]2[CH:14]=[C:15]([Cl:18])[CH:16]=[CH:17][C:2]=2[Cl:1])[CH2:54][CH2:53]1.